From a dataset of Blood-brain barrier permeability classification from the B3DB database. Regression/Classification. Given a drug SMILES string, predict its absorption, distribution, metabolism, or excretion properties. Task type varies by dataset: regression for continuous measurements (e.g., permeability, clearance, half-life) or binary classification for categorical outcomes (e.g., BBB penetration, CYP inhibition). Dataset: b3db_classification. (1) The drug is OCCN1CCN(CCCN2c3ccccc3Sc3ccc(C(F)(F)F)cc32)CC1. The result is 1 (penetrates BBB). (2) The molecule is Cc1ccc2c(c1)c1c3n2CCNC3CCC1. The result is 1 (penetrates BBB). (3) The molecule is O=C(COc1ccc(Cl)cc1)OCCNC12CC3CC(CC(C3)C1)C2. The result is 1 (penetrates BBB). (4) The molecule is CN(C)C1C(=O)C(C(=O)NCN2CCCC(C(=O)O)C2)=C(O)C2(O)C(=O)C3=C(O)c4c(O)cccc4C(C)(O)C3CC12. The result is 0 (does not penetrate BBB). (5) The drug is CN1[C@H]2CC(OC(=O)[C@H](CO)c3ccccc3)C[C@H]1[C@@H]1O[C@H]12. The result is 1 (penetrates BBB). (6) The compound is CN(C)C[C@H](O)[C@@H](c1ccccc1)c1cccc(Cl)c1. The result is 1 (penetrates BBB). (7) The result is 1 (penetrates BBB). The drug is C[C@H](Nc1cc(-c2c(-c3cccc(C(F)(F)F)c3)nc(C3CCNCC3)n2C)ccn1)c1ccccc1.